The task is: Predict the product of the given reaction.. This data is from Forward reaction prediction with 1.9M reactions from USPTO patents (1976-2016). (1) Given the reactants [OH-].[Li+].C[O:4][C:5](=[O:40])[C@@H:6]1[CH2:10][CH:9]([O:11][C:12]2[CH:17]=[CH:16][CH:15]=[CH:14][CH:13]=2)[CH2:8][N:7]1[C:18](=[O:39])[C@H:19]([CH:36]([CH3:38])[CH3:37])[NH:20][C:21](=[O:35])[C@H:22]([CH2:27][C:28]1[CH:33]=[CH:32][C:31]([OH:34])=[CH:30][CH:29]=1)[NH:23][C:24](=[O:26])[CH3:25].Cl, predict the reaction product. The product is: [C:24]([NH:23][C@H:22]([C:21]([NH:20][C@H:19]([C:18]([N:7]1[CH2:8][CH:9]([O:11][C:12]2[CH:17]=[CH:16][CH:15]=[CH:14][CH:13]=2)[CH2:10][C@H:6]1[C:5]([OH:40])=[O:4])=[O:39])[CH:36]([CH3:38])[CH3:37])=[O:35])[CH2:27][C:28]1[CH:29]=[CH:30][C:31]([OH:34])=[CH:32][CH:33]=1)(=[O:26])[CH3:25]. (2) Given the reactants [Cl:1][C:2]1[CH:7]=[CH:6][C:5]([C:8]2[N:13]=[C:12]([C:14]([OH:16])=O)[CH:11]=[CH:10][C:9]=2[O:17][CH2:18][C:19]([F:22])([F:21])[F:20])=[CH:4][CH:3]=1.Cl.[F:24][C:25]([F:34])([F:33])[C:26]1[N:30]=[C:29]([CH2:31][NH2:32])[O:28][N:27]=1, predict the reaction product. The product is: [F:34][C:25]([F:24])([F:33])[C:26]1[N:30]=[C:29]([CH2:31][NH:32][C:14]([C:12]2[CH:11]=[CH:10][C:9]([O:17][CH2:18][C:19]([F:22])([F:21])[F:20])=[C:8]([C:5]3[CH:4]=[CH:3][C:2]([Cl:1])=[CH:7][CH:6]=3)[N:13]=2)=[O:16])[O:28][N:27]=1. (3) Given the reactants [Si]([O:8][CH2:9][C:10]1[CH:11]=[C:12]2[C:16](=[CH:17][CH:18]=1)[N:15]([C:19]([O:21][C:22]([CH3:25])([CH3:24])[CH3:23])=[O:20])[C:14]([C:26]1[C:27]([Cl:36])=[N:28][C:29]3[C:34]([CH:35]=1)=[CH:33][CH:32]=[CH:31][CH:30]=3)=[CH:13]2)(C(C)(C)C)(C)C.F.F.F.C(N(CC)CC)C, predict the reaction product. The product is: [Cl:36][C:27]1[C:26]([C:14]2[N:15]([C:19]([O:21][C:22]([CH3:25])([CH3:24])[CH3:23])=[O:20])[C:16]3[C:12]([CH:13]=2)=[CH:11][C:10]([CH2:9][OH:8])=[CH:18][CH:17]=3)=[CH:35][C:34]2[C:29](=[CH:30][CH:31]=[CH:32][CH:33]=2)[N:28]=1. (4) Given the reactants [NH:1]1[C:9]2[C:4](=[CH:5][CH:6]=[CH:7][CH:8]=2)[C:3](/[CH:10]=[C:11]2\[O:12][C:13]3[C:20]([CH2:21][CH2:22][CH2:23][CH:24]4[CH2:29][CH2:28][N:27](C(OC(C)(C)C)=O)[CH2:26][CH2:25]4)=[C:19]([O:37][CH3:38])[CH:18]=[CH:17][C:14]=3[C:15]\2=[O:16])=[N:2]1.Cl.CCOCC, predict the reaction product. The product is: [NH:1]1[C:9]2[C:4](=[CH:5][CH:6]=[CH:7][CH:8]=2)[C:3](/[CH:10]=[C:11]2\[O:12][C:13]3[C:20]([CH2:21][CH2:22][CH2:23][CH:24]4[CH2:29][CH2:28][NH:27][CH2:26][CH2:25]4)=[C:19]([O:37][CH3:38])[CH:18]=[CH:17][C:14]=3[C:15]\2=[O:16])=[N:2]1. (5) Given the reactants [N:1]1[CH:6]=[CH:5][C:4]([C:7]2[CH:14]=[CH:13][C:10]([CH:11]=O)=[CH:9][CH:8]=2)=[CH:3][CH:2]=1.N1(C2C=C[C:23]([CH:24]=[O:25])=CC=2)C=CC=N1, predict the reaction product. The product is: [N:1]1[CH:6]=[CH:5][C:4]([C:7]2[CH:14]=[CH:13][C:10](/[CH:11]=[CH:23]/[CH:24]=[O:25])=[CH:9][CH:8]=2)=[CH:3][CH:2]=1. (6) Given the reactants C[O:2][C:3](=[O:14])[CH2:4][C@@H:5]([CH3:13])[C:6]([O:8][C:9]([CH3:12])([CH3:11])[CH3:10])=[O:7].[OH-].[Na+].Cl, predict the reaction product. The product is: [C:9]([O:8][C:6](=[O:7])[C@H:5]([CH3:13])[CH2:4][C:3]([OH:14])=[O:2])([CH3:12])([CH3:10])[CH3:11]. (7) Given the reactants [O:1]([CH2:11][CH:12]=[CH2:13])[CH:2]1[O:8][C@H:7]([CH2:9][OH:10])[C@@H:5]([OH:6])[C@H:3]1[OH:4].[C:14]1(C)[C:15]([S:20](Cl)(=[O:22])=[O:21])=[CH:16][CH:17]=[CH:18][CH:19]=1.N1C=CC=C[CH:26]=1, predict the reaction product. The product is: [C:18]1([CH3:26])[CH:19]=[CH:14][C:15]([S:20]([O:10][CH2:9][C@H:7]2[O:8][CH:2]([O:1][CH2:11][CH:12]=[CH2:13])[C@H:3]([OH:4])[C@@H:5]2[OH:6])(=[O:21])=[O:22])=[CH:16][CH:17]=1. (8) Given the reactants [F:1][C:2]([F:19])([F:18])[C:3]1[CH:8]=[CH:7][C:6]([C:9]2[C:10]([C:15](Cl)=[O:16])=[CH:11][CH:12]=[CH:13][CH:14]=2)=[CH:5][CH:4]=1.[NH2:20][C:21]1[CH:22]=[C:23]([C:29]([O:31][CH2:32][CH3:33])=[O:30])[N:24]([CH:26]([CH3:28])[CH3:27])[CH:25]=1.C(N(CC)CC)C.ClCCl.C(O)C, predict the reaction product. The product is: [F:1][C:2]([F:19])([F:18])[C:3]1[CH:8]=[CH:7][C:6]([C:9]2[C:10]([C:15]([NH:20][C:21]3[CH:22]=[C:23]([C:29]([O:31][CH2:32][CH3:33])=[O:30])[N:24]([CH:26]([CH3:28])[CH3:27])[CH:25]=3)=[O:16])=[CH:11][CH:12]=[CH:13][CH:14]=2)=[CH:5][CH:4]=1. (9) The product is: [Cl:1][C:2]1[CH:3]=[CH:4][C:5]([S:8]([C:9]2[C:10]([C:35]#[N:36])=[C:11]([C:25]3[CH:30]=[CH:29][N:28]=[C:27]([NH:31][C:32](=[O:34])[CH3:33])[CH:26]=3)[S:12][C:13]=2[C:14]2[N:18]=[CH:17][N:16]([CH:19]3[CH2:24][CH2:23][CH2:22][CH2:21][O:20]3)[N:15]=2)=[O:45])=[CH:6][CH:7]=1. Given the reactants [Cl:1][C:2]1[CH:7]=[CH:6][C:5]([S:8][C:9]2[C:10]([C:35]#[N:36])=[C:11]([C:25]3[CH:30]=[CH:29][N:28]=[C:27]([NH:31][C:32](=[O:34])[CH3:33])[CH:26]=3)[S:12][C:13]=2[C:14]2[N:18]=[CH:17][N:16]([CH:19]3[CH2:24][CH2:23][CH2:22][CH2:21][O:20]3)[N:15]=2)=[CH:4][CH:3]=1.ClC1C=CC=C(C(OO)=[O:45])C=1, predict the reaction product.